This data is from Catalyst prediction with 721,799 reactions and 888 catalyst types from USPTO. The task is: Predict which catalyst facilitates the given reaction. (1) Reactant: [C:1]([O:5][C:6]([N:8]1[CH2:13][CH2:12][CH:11]([NH2:14])[CH2:10][CH2:9]1)=[O:7])([CH3:4])([CH3:3])[CH3:2].C(N(CC)CC)C.[N+:22]([C:25]1[CH:30]=[CH:29][CH:28]=[CH:27][C:26]=1[S:31](Cl)(=[O:33])=[O:32])([O-:24])=[O:23]. Product: [C:1]([O:5][C:6]([N:8]1[CH2:13][CH2:12][CH:11]([NH:14][S:31]([C:26]2[CH:27]=[CH:28][CH:29]=[CH:30][C:25]=2[N+:22]([O-:24])=[O:23])(=[O:32])=[O:33])[CH2:10][CH2:9]1)=[O:7])([CH3:4])([CH3:2])[CH3:3]. The catalyst class is: 4. (2) The catalyst class is: 200. Product: [C:30]([O:34][C:35]([N:37]1[CH2:46][CH2:45][C:44]2[C:39](=[CH:40][CH:41]=[C:42]([CH:47]([NH:49][C:1](=[O:5])[CH3:2])[CH3:48])[CH:43]=2)[CH2:38]1)=[O:36])([CH3:33])([CH3:31])[CH3:32]. Reactant: [C:1]([O:5]C(N1CCC2C(=CC=C(C(=O)C)C=2)C1)=O)(C)(C)[CH3:2].C([O-])(=O)C.[NH4+].C([BH3-])#N.[Na+].[C:30]([O:34][C:35]([N:37]1[CH2:46][CH2:45][C:44]2[C:39](=[CH:40][CH:41]=[C:42]([CH:47]([NH2:49])[CH3:48])[CH:43]=2)[CH2:38]1)=[O:36])([CH3:33])([CH3:32])[CH3:31].C(Cl)(=O)C. (3) Reactant: [Cl:1][C:2]1[CH:7]=[CH:6][C:5]([C:8]2[NH:9][C:10]3[C:15]([C:16]=2[CH2:17][C:18](O)=[O:19])=[CH:14][CH:13]=[CH:12][CH:11]=3)=[CH:4][C:3]=1[S:21](=[O:30])(=[O:29])[NH:22][CH:23]1[CH2:28][CH2:27][CH2:26][CH2:25][CH2:24]1.Cl.CN(C)CCCN=C=NCC.CN(C1C=CC=CN=1)C.[F:52][C:53]([F:59])([F:58])[S:54]([NH2:57])(=[O:56])=[O:55]. Product: [Cl:1][C:2]1[CH:7]=[CH:6][C:5]([C:8]2[NH:9][C:10]3[C:15]([C:16]=2[CH2:17][C:18]([NH:57][S:54]([C:53]([F:59])([F:58])[F:52])(=[O:56])=[O:55])=[O:19])=[CH:14][CH:13]=[CH:12][CH:11]=3)=[CH:4][C:3]=1[S:21]([NH:22][CH:23]1[CH2:24][CH2:25][CH2:26][CH2:27][CH2:28]1)(=[O:30])=[O:29]. The catalyst class is: 4. (4) Reactant: [Cl:1][C:2]1[CH:3]=[C:4]([CH:6]=[CH:7][C:8]=1[Cl:9])[NH2:5].[C:10]1([S:16](Cl)(=[O:18])=[O:17])[CH:15]=[CH:14][CH:13]=[CH:12][CH:11]=1. Product: [Cl:1][C:2]1[CH:3]=[C:4]([NH:5][S:16]([C:10]2[CH:15]=[CH:14][CH:13]=[CH:12][CH:11]=2)(=[O:18])=[O:17])[CH:6]=[CH:7][C:8]=1[Cl:9]. The catalyst class is: 17. (5) Reactant: [CH3:1][CH:2]([CH3:21])[C@@H:3]([N:7]1[CH:16]=[CH:15][C:14]2[C:9](=[CH:10][CH:11]=[CH:12][C:13]=2[N+:17]([O-:19])=[O:18])[C:8]1=[O:20])[C:4]([OH:6])=O.O.O[N:24]1[C:28]2[CH:29]=[CH:30][CH:30]=[CH:29][C:28]=2[N:24]=N1.Cl.CN(C)CCCN=C=NCC.C(N(CC)C(C)C)(C)C.C1(N)CC1. Product: [CH:28]1([NH:24][C:4](=[O:6])[C@H:3]([N:7]2[CH:16]=[CH:15][C:14]3[C:9](=[CH:10][CH:11]=[CH:12][C:13]=3[N+:17]([O-:19])=[O:18])[C:8]2=[O:20])[CH:2]([CH3:1])[CH3:21])[CH2:29][CH2:30]1. The catalyst class is: 2.